This data is from Forward reaction prediction with 1.9M reactions from USPTO patents (1976-2016). The task is: Predict the product of the given reaction. (1) Given the reactants [CH3:1][C:2]1[N:7]=[C:6]([C:8]2[C:12]([C:13]3[CH:18]=[CH:17][N:16]=[C:15]([C:19]4[CH:26]=[CH:25][C:22]([CH:23]=O)=[CH:21][CH:20]=4)[CH:14]=3)=[CH:11][N:10](C(C3C=CC=CC=3)(C3C=CC=CC=3)C3C=CC=CC=3)[N:9]=2)[CH:5]=[CH:4][CH:3]=1.[NH:46]1[CH2:51][CH2:50][O:49][CH2:48][CH2:47]1, predict the reaction product. The product is: [CH3:1][C:2]1[N:7]=[C:6]([C:8]2[C:12]([C:13]3[CH:18]=[CH:17][N:16]=[C:15]([C:19]4[CH:26]=[CH:25][C:22]([CH2:23][N:46]5[CH2:51][CH2:50][O:49][CH2:48][CH2:47]5)=[CH:21][CH:20]=4)[CH:14]=3)=[CH:11][NH:10][N:9]=2)[CH:5]=[CH:4][CH:3]=1. (2) Given the reactants [F:1][C:2]1[CH:3]=[CH:4][C:5]2[N:9]=[C:8]([C@@H:10]([NH2:13])[CH2:11][CH3:12])[N:7]([C:14]3[CH:19]=[CH:18][CH:17]=[CH:16][CH:15]=3)[C:6]=2[CH:20]=1.[NH2:21][C:22]1[C:27]([C:28]#[N:29])=[C:26](Cl)[N:25]=[CH:24][N:23]=1.CCN(C(C)C)C(C)C, predict the reaction product. The product is: [NH2:21][C:22]1[C:27]([C:28]#[N:29])=[C:26]([NH:13][C@H:10]([C:8]2[N:7]([C:14]3[CH:15]=[CH:16][CH:17]=[CH:18][CH:19]=3)[C:6]3[CH:20]=[C:2]([F:1])[CH:3]=[CH:4][C:5]=3[N:9]=2)[CH2:11][CH3:12])[N:25]=[CH:24][N:23]=1. (3) Given the reactants CS(O[CH2:6][CH2:7][CH2:8][N:9]1[CH2:13][CH2:12][N:11]([CH2:14][CH2:15][N:16]2[CH2:20][CH2:19][CH2:18][CH2:17]2)[C:10]1=[C:21]([C:24]#[N:25])[C:22]#[N:23])(=O)=O.[CH3:26][CH:27]1[CH2:31][CH2:30][CH2:29][NH:28]1.C(=O)([O-])[O-].[K+].[K+].[I-].[K+], predict the reaction product. The product is: [CH3:26][CH:27]1[CH2:31][CH2:30][CH2:29][N:28]1[CH2:6][CH2:7][CH2:8][N:9]1[CH2:13][CH2:12][N:11]([CH2:14][CH2:15][N:16]2[CH2:20][CH2:19][CH2:18][CH2:17]2)[C:10]1=[C:21]([C:24]#[N:25])[C:22]#[N:23]. (4) Given the reactants [H-].[Na+].Cl[C:4]1[C:9]([CH:10]([N:12]([CH3:23])[CH2:13][C@@H:14]([C:16]2[CH:21]=[CH:20][C:19]([F:22])=[CH:18][N:17]=2)[OH:15])[CH3:11])=[CH:8][CH:7]=[C:6]([Cl:24])[N:5]=1.[Cl-].[NH4+].O, predict the reaction product. The product is: [Cl:24][C:6]1[CH:7]=[CH:8][C:9]2[CH:10]([CH3:11])[N:12]([CH3:23])[CH2:13][C@@H:14]([C:16]3[CH:21]=[CH:20][C:19]([F:22])=[CH:18][N:17]=3)[O:15][C:4]=2[N:5]=1. (5) Given the reactants O.O.[Sn](Cl)(Cl)(Cl)Cl.[CH2:8]([N:15]([CH3:40])[CH2:16][CH2:17][CH2:18][NH:19][C:20]1[CH:36]=[CH:35][C:23]([C:24]([N:26]([CH2:31][CH:32]([CH3:34])[CH3:33])[CH2:27][CH:28]([CH3:30])[CH3:29])=[O:25])=[CH:22][C:21]=1[N+:37]([O-])=O)[C:9]1[CH:14]=[CH:13][CH:12]=[CH:11][CH:10]=1.C([O-])(O)=O.[Na+], predict the reaction product. The product is: [NH2:37][C:21]1[CH:22]=[C:23]([CH:35]=[CH:36][C:20]=1[NH:19][CH2:18][CH2:17][CH2:16][N:15]([CH2:8][C:9]1[CH:14]=[CH:13][CH:12]=[CH:11][CH:10]=1)[CH3:40])[C:24]([N:26]([CH2:27][CH:28]([CH3:29])[CH3:30])[CH2:31][CH:32]([CH3:33])[CH3:34])=[O:25].